Dataset: Catalyst prediction with 721,799 reactions and 888 catalyst types from USPTO. Task: Predict which catalyst facilitates the given reaction. (1) Reactant: Cl[S:2]([C:5]1[CH:14]=[CH:13][C:8]([C:9]([O:11][CH3:12])=[O:10])=[CH:7][CH:6]=1)(=[O:4])=[O:3].[F:15][C:16]1[C:21]([OH:22])=[C:20]([F:23])[C:19]([F:24])=[C:18]([F:25])[C:17]=1[F:26].CCN(CC)CC. Product: [F:15][C:16]1[C:21]([O:22][S:2]([C:5]2[CH:6]=[CH:7][C:8]([C:9]([O:11][CH3:12])=[O:10])=[CH:13][CH:14]=2)(=[O:4])=[O:3])=[C:20]([F:23])[C:19]([F:24])=[C:18]([F:25])[C:17]=1[F:26]. The catalyst class is: 2. (2) Reactant: C(O[C:6]([NH:8][CH2:9][CH2:10][CH2:11][C:12]1[C:13]([C:24]2[CH:29]=[CH:28][N:27]=[CH:26][CH:25]=2)=[C:14]([C:17]2[CH:22]=[CH:21][C:20]([F:23])=[CH:19][CH:18]=2)[NH:15][CH:16]=1)=O)(C)(C)C.[H-].[Al+3].[Li+].[H-].[H-].[H-]. Product: [F:23][C:20]1[CH:19]=[CH:18][C:17]([C:14]2[NH:15][CH:16]=[C:12]([CH2:11][CH2:10][CH2:9][NH:8][CH3:6])[C:13]=2[C:24]2[CH:29]=[CH:28][N:27]=[CH:26][CH:25]=2)=[CH:22][CH:21]=1. The catalyst class is: 7. (3) Reactant: [Cl:1][C:2]1[NH:3][C:4]2[CH:10]=[CH:9][CH:8]=[CH:7][C:5]=2[N:6]=1.[CH2:11](I)[CH:12]([CH3:14])[CH3:13]. Product: [Cl:1][C:2]1[N:6]([CH2:11][CH:12]([CH3:14])[CH3:13])[C:5]2[CH:7]=[CH:8][CH:9]=[CH:10][C:4]=2[N:3]=1. The catalyst class is: 3. (4) Reactant: [CH:1]([N:14]1[CH2:17][CH:16]([CH3:18])[CH:15]1N)([C:8]1[CH:13]=[CH:12][CH:11]=[CH:10][CH:9]=1)[C:2]1[CH:7]=[CH:6][CH:5]=[CH:4][CH:3]=1.[C:20](O[C:20]([O:22][C:23]([CH3:26])([CH3:25])[CH3:24])=[O:21])([O:22][C:23]([CH3:26])([CH3:25])[CH3:24])=[O:21].C([N:37](CC)CC)C.C(=O)(O)[O-].[Na+]. Product: [C:23]([O:22][C:20](=[O:21])[NH:37][C:16]1([CH3:18])[CH2:17][N:14]([CH:1]([C:8]2[CH:13]=[CH:12][CH:11]=[CH:10][CH:9]=2)[C:2]2[CH:7]=[CH:6][CH:5]=[CH:4][CH:3]=2)[CH2:15]1)([CH3:26])([CH3:25])[CH3:24]. The catalyst class is: 4. (5) Reactant: C([N-]C(C)C)(C)C.[Li+].[Cl:9][C:10]1[CH:11]=[N:12][CH:13]=[CH:14][C:15]=1[Cl:16].C1COCC1.[Br:22]Br. Product: [Br:22][C:11]1[C:10]([Cl:9])=[C:15]([Cl:16])[CH:14]=[CH:13][N:12]=1. The catalyst class is: 6. (6) Reactant: [Br:1][C:2]1[CH:7]=[CH:6][C:5]([CH2:8][NH2:9])=[CH:4][CH:3]=1.C(N(CC)C(C)C)(C)C.[C:19]1([CH2:25][S:26](Cl)(=[O:28])=[O:27])[CH:24]=[CH:23][CH:22]=[CH:21][CH:20]=1. Product: [Br:1][C:2]1[CH:7]=[CH:6][C:5]([CH2:8][NH:9][S:26]([CH2:25][C:19]2[CH:24]=[CH:23][CH:22]=[CH:21][CH:20]=2)(=[O:28])=[O:27])=[CH:4][CH:3]=1. The catalyst class is: 4. (7) Reactant: [CH2:1]([CH2:5][C:6](=O)[CH3:7])[C:2]([CH3:4])=O.C(O)(=O)C.[NH2:13][C:14]1[CH:34]=[C:33]([CH3:35])[C:17]2[O:18][C:19]3[C:28]([CH3:29])=[CH:27][C:26]([C:30]([OH:32])=[O:31])=[CH:25][C:20]=3[S:21](=[O:24])(=[O:23])[CH2:22][C:16]=2[CH:15]=1. Product: [CH3:7][C:6]1[N:13]([C:14]2[CH:34]=[C:33]([CH3:35])[C:17]3[O:18][C:19]4[C:28]([CH3:29])=[CH:27][C:26]([C:30]([OH:32])=[O:31])=[CH:25][C:20]=4[S:21](=[O:24])(=[O:23])[CH2:22][C:16]=3[CH:15]=2)[C:2]([CH3:4])=[CH:1][CH:5]=1. The catalyst class is: 11. (8) Reactant: [Cl:1][C:2]1[CH:3]=[C:4]([CH:26]=[CH:27][CH:28]=1)[CH2:5][C:6]1([C:21](OCC)=[O:22])[O:10][C:9](=[O:11])[N:8]([C@@H:12]([C:14]2[CH:19]=[CH:18][CH:17]=[CH:16][CH:15]=2)[CH3:13])[C:7]1=[O:20].[CH3:29][O:30][C:31]1[CH:32]=[C:33]([CH:36]=[C:37]([O:39][CH3:40])[CH:38]=1)[CH2:34][NH2:35]. Product: [Cl:1][C:2]1[CH:3]=[C:4]([CH:26]=[CH:27][CH:28]=1)[CH2:5][C:6]1([C:21]([NH:35][CH2:34][C:33]2[CH:36]=[C:37]([O:39][CH3:40])[CH:38]=[C:31]([O:30][CH3:29])[CH:32]=2)=[O:22])[O:10][C:9](=[O:11])[N:8]([C@@H:12]([C:14]2[CH:19]=[CH:18][CH:17]=[CH:16][CH:15]=2)[CH3:13])[C:7]1=[O:20]. The catalyst class is: 5. (9) Product: [ClH:33].[Br:1][C:2]1[C:10]2[N:9]([CH2:11][C:12]([NH:14][C:15]3[S:16][CH:17]=[C:18]([CH3:20])[N:19]=3)=[O:13])[C:8]3[CH2:21][CH2:22][NH:23][CH2:24][CH2:25][C:7]=3[C:6]=2[CH:5]=[CH:4][CH:3]=1. Reactant: [Br:1][C:2]1[C:10]2[N:9]([CH2:11][C:12]([NH:14][C:15]3[S:16][CH:17]=[C:18]([CH3:20])[N:19]=3)=[O:13])[C:8]3[CH2:21][CH2:22][N:23](C(OC(C)(C)C)=O)[CH2:24][CH2:25][C:7]=3[C:6]=2[CH:5]=[CH:4][CH:3]=1.[ClH:33]. The catalyst class is: 817. (10) Reactant: Br[C:2]1[CH:3]=[C:4]2[C:14](=[CH:15][CH:16]=1)[O:13][C:7]1([CH2:12][CH2:11][O:10][CH2:9][CH2:8]1)[CH2:6][C:5]2=[O:17].[C:18]([C:20]1[CH:21]=[C:22](B(O)O)[CH:23]=[CH:24][CH:25]=1)#[N:19].C([O-])([O-])=O.[Cs+].[Cs+]. Product: [O:17]=[C:5]1[C:4]2[C:14](=[CH:15][CH:16]=[C:2]([C:24]3[CH:25]=[C:20]([CH:21]=[CH:22][CH:23]=3)[C:18]#[N:19])[CH:3]=2)[O:13][C:7]2([CH2:12][CH2:11][O:10][CH2:9][CH2:8]2)[CH2:6]1. The catalyst class is: 184.